Dataset: Forward reaction prediction with 1.9M reactions from USPTO patents (1976-2016). Task: Predict the product of the given reaction. (1) Given the reactants [NH2:1][N:2]1[C:11]2[C:6](=[CH:7][CH:8]=[CH:9][CH:10]=2)[C:5]([OH:12])=[C:4]([C:13]2[NH:18][C:17]3[CH:19]=[CH:20][C:21]([O:23][CH2:24][C:25]4[CH:30]=[CH:29][CH:28]=[CH:27][CH:26]=4)=[CH:22][C:16]=3[S:15](=[O:32])(=[O:31])[N:14]=2)[C:3]1=[O:33].[CH:34]1([CH:37]=O)[CH2:36][CH2:35]1, predict the reaction product. The product is: [CH2:24]([O:23][C:21]1[CH:20]=[CH:19][C:17]2[NH:18][C:13]([C:4]3[C:3](=[O:33])[N:2]([N:1]=[CH:37][CH:34]4[CH2:36][CH2:35]4)[C:11]4[C:6]([C:5]=3[OH:12])=[CH:7][CH:8]=[CH:9][CH:10]=4)=[N:14][S:15](=[O:32])(=[O:31])[C:16]=2[CH:22]=1)[C:25]1[CH:26]=[CH:27][CH:28]=[CH:29][CH:30]=1. (2) Given the reactants [NH2:1][C:2]1[C:9]([NH:10][C:11]2[CH:16]=[CH:15][CH:14]=[CH:13][CH:12]=2)=[CH:8][CH:7]=[CH:6][C:3]=1[C:4]#[N:5].[CH:17](OCC)(OCC)OCC.Cl, predict the reaction product. The product is: [C:11]1([N:10]2[C:9]3[CH:8]=[CH:7][CH:6]=[C:3]([C:4]#[N:5])[C:2]=3[N:1]=[CH:17]2)[CH:16]=[CH:15][CH:14]=[CH:13][CH:12]=1.